This data is from Reaction yield outcomes from USPTO patents with 853,638 reactions. The task is: Predict the reaction yield, written as a fraction of the theoretical maximum amount of product (1.0 means a 100% yield; for example, 0.34 means a 34% yield). The reactants are Br[C:2]1[CH:7]=[CH:6][C:5]([CH2:8][CH2:9][O:10][CH2:11][CH2:12][CH3:13])=[CH:4][CH:3]=1.[CH3:14][N:15]1CCCC1=O.O. The catalyst is [C-]#N.[Zn+2].[C-]#N.C1C=CC([P]([Pd]([P](C2C=CC=CC=2)(C2C=CC=CC=2)C2C=CC=CC=2)([P](C2C=CC=CC=2)(C2C=CC=CC=2)C2C=CC=CC=2)[P](C2C=CC=CC=2)(C2C=CC=CC=2)C2C=CC=CC=2)(C2C=CC=CC=2)C2C=CC=CC=2)=CC=1.C(OCC)(=O)C. The product is [CH2:11]([O:10][CH2:9][CH2:8][C:5]1[CH:6]=[CH:7][C:2]([C:14]#[N:15])=[CH:3][CH:4]=1)[CH2:12][CH3:13]. The yield is 0.190.